Task: Predict the reactants needed to synthesize the given product.. Dataset: Full USPTO retrosynthesis dataset with 1.9M reactions from patents (1976-2016) (1) Given the product [C:7]([O:11][C:12](=[O:35])[N:13]([CH2:25][C:26]1[CH:34]=[CH:33][C:29]2[O:30][CH2:31][O:32][C:28]=2[CH:27]=1)[CH2:14][CH2:15][CH2:16][N:17]([C:19]1[S:23][N:22]=[C:21]([N:1]2[CH:5]=[CH:4][N:3]=[CH:2]2)[N:20]=1)[CH3:18])([CH3:10])([CH3:8])[CH3:9], predict the reactants needed to synthesize it. The reactants are: [NH:1]1[CH:5]=[CH:4][N:3]=[CH:2]1.[Na].[C:7]([O:11][C:12](=[O:35])[N:13]([CH2:25][C:26]1[CH:34]=[CH:33][C:29]2[O:30][CH2:31][O:32][C:28]=2[CH:27]=1)[CH2:14][CH2:15][CH2:16][N:17]([C:19]1[S:23][N:22]=[C:21](Cl)[N:20]=1)[CH3:18])([CH3:10])([CH3:9])[CH3:8].C(O)(=O)CC(CC(O)=O)(C(O)=O)O. (2) Given the product [CH3:1][C:2]1[S:3][C:4]2[CH:10]=[CH:9][C:8]([O:11][CH2:18][CH:17]3[CH2:16][O:12]3)=[CH:7][C:5]=2[N:6]=1, predict the reactants needed to synthesize it. The reactants are: [CH3:1][C:2]1[S:3][C:4]2[CH:10]=[CH:9][C:8]([OH:11])=[CH:7][C:5]=2[N:6]=1.[O:12]1[C:16]2[CH:17]=[CH:18]C=CC=2N=C1. (3) The reactants are: Br[C:2]1[C:7]([F:8])=[CH:6][C:5]([Br:9])=[CH:4][N:3]=1.[CH3:10][O:11][C:12]1[CH:17]=[CH:16][C:15](B(O)O)=[CH:14][CH:13]=1.C([O-])([O-])=O.[Na+].[Na+]. Given the product [Br:9][C:5]1[CH:6]=[C:7]([F:8])[C:2]([C:15]2[CH:16]=[CH:17][C:12]([O:11][CH3:10])=[CH:13][CH:14]=2)=[N:3][CH:4]=1, predict the reactants needed to synthesize it. (4) The reactants are: Cl[C:2]1[N:7]=[CH:6][C:5]([O:8][C:9]2[CH:10]=[C:11]([N:15]([CH3:17])[CH3:16])[CH:12]=[CH:13][CH:14]=2)=[CH:4][CH:3]=1.[N:18]1([CH2:24][CH2:25][O:26][C:27]2[CH:28]=[C:29]([CH:31]=[CH:32][CH:33]=2)[NH2:30])[CH2:23][CH2:22][O:21][CH2:20][CH2:19]1.C1(P(C2C=CC=CC=2)C2C3OC4C(=CC=CC=4P(C4C=CC=CC=4)C4C=CC=CC=4)C(C)(C)C=3C=CC=2)C=CC=CC=1.C(=O)([O-])[O-].[Cs+].[Cs+]. Given the product [CH3:16][N:15]([CH3:17])[C:11]1[CH:10]=[C:9]([CH:14]=[CH:13][CH:12]=1)[O:8][C:5]1[CH:4]=[CH:3][C:2]([NH:30][C:29]2[CH:31]=[CH:32][CH:33]=[C:27]([O:26][CH2:25][CH2:24][N:18]3[CH2:19][CH2:20][O:21][CH2:22][CH2:23]3)[CH:28]=2)=[N:7][CH:6]=1, predict the reactants needed to synthesize it. (5) Given the product [OH:11][B:9]1[C:8]2[CH:12]=[C:13]([O:17][C:18]3[N:19]=[N:20][CH:21]=[CH:22][CH:23]=3)[CH:14]=[C:15]([CH3:16])[C:7]=2[CH:6]([CH2:5][C:4]([OH:24])=[O:3])[O:10]1, predict the reactants needed to synthesize it. The reactants are: C([O:3][C:4](=[O:24])[CH2:5][CH:6]1[O:10][B:9]([OH:11])[C:8]2[CH:12]=[C:13]([O:17][C:18]3[N:19]=[N:20][CH:21]=[CH:22][CH:23]=3)[CH:14]=[C:15]([CH3:16])[C:7]1=2)C.[Li+].[OH-].Cl. (6) Given the product [CH2:21]([O:28][CH2:29][C:30]([NH:1][C:2]1[CH:10]=[CH:9][CH:8]=[C:7]2[C:3]=1[C:4](=[O:20])[N:5]([CH:12]1[CH2:17][CH2:16][C:15](=[O:18])[NH:14][C:13]1=[O:19])[C:6]2=[O:11])=[O:31])[C:22]1[CH:27]=[CH:26][CH:25]=[CH:24][CH:23]=1, predict the reactants needed to synthesize it. The reactants are: [NH2:1][C:2]1[CH:10]=[CH:9][CH:8]=[C:7]2[C:3]=1[C:4](=[O:20])[N:5]([CH:12]1[CH2:17][CH2:16][C:15](=[O:18])[NH:14][C:13]1=[O:19])[C:6]2=[O:11].[CH2:21]([O:28][CH2:29][C:30](Cl)=[O:31])[C:22]1[CH:27]=[CH:26][CH:25]=[CH:24][CH:23]=1.CO.